From a dataset of Full USPTO retrosynthesis dataset with 1.9M reactions from patents (1976-2016). Predict the reactants needed to synthesize the given product. (1) Given the product [S:7]([O:6][CH:3]([CH2:4][F:5])[CH2:2][F:1])([C:10]1[CH:16]=[CH:15][C:13]([CH3:14])=[CH:12][CH:11]=1)(=[O:9])=[O:8], predict the reactants needed to synthesize it. The reactants are: [F:1][CH2:2][CH:3]([OH:6])[CH2:4][F:5].[S:7](Cl)([C:10]1[CH:16]=[CH:15][C:13]([CH3:14])=[CH:12][CH:11]=1)(=[O:9])=[O:8]. (2) Given the product [ClH:23].[ClH:23].[NH2:1][C:2]1[N:3]=[C:4]([NH:9][CH:10]2[CH2:15][CH2:14][CH2:13][NH:12][CH2:11]2)[S:5][C:6]=1[C:7]#[N:8], predict the reactants needed to synthesize it. The reactants are: [NH2:1][C:2]1[N:3]=[C:4]([NH:9][CH:10]2[CH2:15][CH2:14][CH2:13][N:12](C(OC(C)(C)C)=O)[CH2:11]2)[S:5][C:6]=1[C:7]#[N:8].[ClH:23].